From a dataset of Catalyst prediction with 721,799 reactions and 888 catalyst types from USPTO. Predict which catalyst facilitates the given reaction. (1) The catalyst class is: 9. Reactant: [OH:1][CH:2]([C:19]1[CH:24]=[CH:23][CH:22]=[CH:21][CH:20]=1)[C:3]1[CH:4]=[C:5]([C:16](O)=[O:17])[CH:6]=[C:7]([C:9]2[CH:14]=[CH:13][C:12]([CH3:15])=[CH:11][CH:10]=2)[CH:8]=1.Cl.Cl.[CH3:27][C:28]1[N:33]=[CH:32][C:31]([C@H:34]([NH2:36])[CH3:35])=[CH:30][CH:29]=1.F[P-](F)(F)(F)(F)F.C[N+](C)=C(N(C)C)ON1C2N=CC=CC=2N=N1.C(N(CC)C(C)C)(C)C. Product: [OH:1][CH:2]([C:19]1[CH:24]=[CH:23][CH:22]=[CH:21][CH:20]=1)[C:3]1[CH:4]=[C:5]([C:16]([NH:36][C@@H:34]([C:31]2[CH:32]=[N:33][C:28]([CH3:27])=[CH:29][CH:30]=2)[CH3:35])=[O:17])[CH:6]=[C:7]([C:9]2[CH:10]=[CH:11][C:12]([CH3:15])=[CH:13][CH:14]=2)[CH:8]=1. (2) Reactant: [F:1][C:2]1[CH:32]=[CH:31][C:5]([O:6][C:7]2[CH:12]=[CH:11][C:10]([NH:13][C:14]([N:16]3[CH2:19][CH:18]([NH:20][CH:21]4[C:29]5[C:24](=[CH:25][C:26]([F:30])=[CH:27][CH:28]=5)[CH2:23][CH2:22]4)[CH2:17]3)=[O:15])=[CH:9][CH:8]=2)=[CH:4][CH:3]=1.C=O.O.[C:36]([BH3-])#N.[Na+]. Product: [F:1][C:2]1[CH:32]=[CH:31][C:5]([O:6][C:7]2[CH:12]=[CH:11][C:10]([NH:13][C:14]([N:16]3[CH2:19][CH:18]([N:20]([CH:21]4[C:29]5[C:24](=[CH:25][C:26]([F:30])=[CH:27][CH:28]=5)[CH2:23][CH2:22]4)[CH3:36])[CH2:17]3)=[O:15])=[CH:9][CH:8]=2)=[CH:4][CH:3]=1. The catalyst class is: 5. (3) Reactant: [CH3:1][O:2][C:3]([C:5]1[CH:10]=[N:9][C:8](Cl)=[CH:7][N:6]=1)=[O:4].[CH3:12][N:13]1[CH2:18][CH2:17][CH:16]([CH2:19][CH2:20][CH2:21][NH2:22])[CH2:15][CH2:14]1. Product: [CH3:1][O:2][C:3]([C:5]1[CH:10]=[N:9][C:8]([NH:22][CH2:21][CH2:20][CH2:19][CH:16]2[CH2:15][CH2:14][N:13]([CH3:12])[CH2:18][CH2:17]2)=[CH:7][N:6]=1)=[O:4]. The catalyst class is: 5. (4) Reactant: [CH3:1][N:2]([CH2:4][CH:5]([CH2:9][CH:10]([CH3:12])[CH3:11])[C:6](=[O:8])[CH3:7])[CH3:3].[CH3:13][I:14]. Product: [I-:14].[C:6]([CH:5]([CH2:9][CH:10]([CH3:12])[CH3:11])[CH2:4][N+:2]([CH3:13])([CH3:3])[CH3:1])(=[O:8])[CH3:7]. The catalyst class is: 27. (5) Reactant: [C:1]([Si:5]([CH3:24])([CH3:23])[O:6][C@H:7]([C:17]1[CH:22]=[CH:21][CH:20]=[CH:19][CH:18]=1)[CH2:8][O:9][Si](C(C)(C)C)(C)C)([CH3:4])([CH3:3])[CH3:2].C(=O)(O)[O-].[Na+]. Product: [C:1]([Si:5]([CH3:24])([CH3:23])[O:6][CH:7]([C:17]1[CH:18]=[CH:19][CH:20]=[CH:21][CH:22]=1)[CH2:8][OH:9])([CH3:4])([CH3:3])[CH3:2]. The catalyst class is: 5. (6) Reactant: [Br:1][C:2]1[CH:3]=[CH:4][C:5](F)=[C:6]([C:8]([C:10]2[CH:15]=[CH:14][CH:13]=[CH:12][N:11]=2)=O)[CH:7]=1.[CH3:17][NH:18][NH2:19]. Product: [Br:1][C:2]1[CH:7]=[C:6]2[C:5](=[CH:4][CH:3]=1)[N:18]([CH3:17])[N:19]=[C:8]2[C:10]1[CH:15]=[CH:14][CH:13]=[CH:12][N:11]=1. The catalyst class is: 12. (7) Reactant: [Cl:1][C:2]1[CH:3]=[C:4]([C:9]2[N:10]=[C:11](/[CH:22]=[C:23](\[C:27]3[CH:28]=[C:29]([CH3:33])[CH:30]=[CH:31][CH:32]=3)/[C:24]([OH:26])=[O:25])[NH:12][C:13]=2[C:14]2[CH:19]=[CH:18][C:17]([O:20][CH3:21])=[CH:16][CH:15]=2)[CH:5]=[CH:6][C:7]=1[Cl:8].CC([O-])=O.[Na+]. Product: [Cl:1][C:2]1[CH:3]=[C:4]([C:9]2[N:10]=[C:11]([CH2:22][CH:23]([C:27]3[CH:28]=[C:29]([CH3:33])[CH:30]=[CH:31][CH:32]=3)[C:24]([OH:26])=[O:25])[NH:12][C:13]=2[C:14]2[CH:19]=[CH:18][C:17]([O:20][CH3:21])=[CH:16][CH:15]=2)[CH:5]=[CH:6][C:7]=1[Cl:8]. The catalyst class is: 14. (8) The catalyst class is: 2. Reactant: [Cl:1][C:2]1[CH:3]=[C:4]([C:8]2[CH:13]=[CH:12][CH:11]=[CH:10][CH:9]=2)[CH:5]=[CH:6][CH:7]=1.Br[CH2:15][C:16]([Br:18])=[O:17].[Cl-].[Cl-].[Cl-].[Al+3]. Product: [Br:18][C:16](=[O:17])[CH2:15][C:11]1[CH:10]=[CH:9][C:8]([C:4]2[CH:5]=[CH:6][CH:7]=[C:2]([Cl:1])[CH:3]=2)=[CH:13][CH:12]=1. (9) Reactant: CS(C)=O.C(Cl)(=O)C(Cl)=O.[CH3:11][C:12]1[C:26]([O:27][CH3:28])=[CH:25][C:15]([C:16]([N:18]2[CH2:22][CH2:21][CH2:20][CH:19]2[CH2:23][OH:24])=[O:17])=[C:14]([NH:29][C:30]([O:32][CH2:33][C:34]([Cl:37])([Cl:36])[Cl:35])=[O:31])[C:13]=1[O:38][CH3:39]. Product: [CH3:11][C:12]1[C:26]([O:27][CH3:28])=[CH:25][C:15]2[C:16](=[O:17])[N:18]3[CH2:22][CH2:21][CH2:20][C@H:19]3[C@H:23]([OH:24])[N:29]([C:30]([O:32][CH2:33][C:34]([Cl:37])([Cl:36])[Cl:35])=[O:31])[C:14]=2[C:13]=1[O:38][CH3:39]. The catalyst class is: 34.